Dataset: Forward reaction prediction with 1.9M reactions from USPTO patents (1976-2016). Task: Predict the product of the given reaction. Given the reactants [NH2:1][C@@H:2]([C:5]1[CH:10]=[CH:9][CH:8]=[CH:7][CH:6]=1)[CH2:3][OH:4].[N:11]([C:14]1[CH:19]=[CH:18][C:17]([C:20]2[N:24]=[CH:23][N:22]([C:25]3[CH:30]=[CH:29][C:28]([O:31][C:32]([F:35])([F:34])[F:33])=[CH:27][CH:26]=3)[N:21]=2)=[CH:16][CH:15]=1)=[C:12]=[S:13], predict the reaction product. The product is: [OH:4][CH2:3][C@@H:2]([NH:1][C:12]([NH:11][C:14]1[CH:15]=[CH:16][C:17]([C:20]2[N:24]=[CH:23][N:22]([C:25]3[CH:30]=[CH:29][C:28]([O:31][C:32]([F:35])([F:33])[F:34])=[CH:27][CH:26]=3)[N:21]=2)=[CH:18][CH:19]=1)=[S:13])[C:5]1[CH:10]=[CH:9][CH:8]=[CH:7][CH:6]=1.